Dataset: Full USPTO retrosynthesis dataset with 1.9M reactions from patents (1976-2016). Task: Predict the reactants needed to synthesize the given product. (1) Given the product [OH:13][CH2:1][C:2]1([CH3:3])[CH2:12][CH2:11][CH:7]([CH2:8][OH:9])[C:4]1([CH3:6])[CH3:5], predict the reactants needed to synthesize it. The reactants are: [C:1](O)(=[O:13])[C@:2]1([CH2:12][CH2:11][C@@H:7]([C:8](O)=[O:9])[C:4]1([CH3:6])[CH3:5])[CH3:3]. (2) Given the product [CH3:31][NH:32][CH2:33][C@H:34]([OH:42])[C:35]1[CH:36]=[CH:37][CH:38]=[C:39]([OH:41])[CH:40]=1.[ClH:43].[CH3:1][N:2]1[CH2:22][CH2:21][C:5](=[C:6]2[C:17]3[CH:18]=[CH:19][S:20][C:16]=3[C:14](=[O:15])[CH2:13][C:12]3[CH:11]=[CH:10][CH:9]=[CH:8][C:7]2=3)[CH2:4][CH2:3]1.[CH:23](/[C:28]([OH:30])=[O:29])=[CH:24]\[C:25]([OH:27])=[O:26], predict the reactants needed to synthesize it. The reactants are: [CH3:1][N:2]1[CH2:22][CH2:21][C:5](=[C:6]2[C:17]3[CH:18]=[CH:19][S:20][C:16]=3[C:14](=[O:15])[CH2:13][C:12]3[CH:11]=[CH:10][CH:9]=[CH:8][C:7]2=3)[CH2:4][CH2:3]1.[CH:23](/[C:28]([OH:30])=[O:29])=[CH:24]\[C:25]([OH:27])=[O:26].[CH3:31][NH:32][CH2:33][C@H:34]([OH:42])[C:35]1[CH:36]=[CH:37][CH:38]=[C:39]([OH:41])[CH:40]=1.[ClH:43].C(OC(C)C)(=O)CCCCCCCCCCCCC. (3) Given the product [F:26][C:14]1[CH:13]=[C:12]([N:6]2[C:7]3[CH:8]=[C:9]([CH3:11])[CH:10]=[C:2]([OH:27])[C:3]=3[CH:4]=[N:5]2)[CH:17]=[CH:16][C:15]=1[O:18][CH2:19][C:20]1[CH:25]=[CH:24][CH:23]=[CH:22][CH:21]=1, predict the reactants needed to synthesize it. The reactants are: Br[C:2]1[CH:10]=[C:9]([CH3:11])[CH:8]=[C:7]2[C:3]=1[CH:4]=[N:5][N:6]2[C:12]1[CH:17]=[CH:16][C:15]([O:18][CH2:19][C:20]2[CH:25]=[CH:24][CH:23]=[CH:22][CH:21]=2)=[C:14]([F:26])[CH:13]=1.[OH-:27].[K+].CC(P(C(C)(C)C)C1C=CC=CC=1C1C(C(C)C)=CC(C(C)C)=CC=1C(C)C)(C)C.Cl. (4) Given the product [F:13][C:14]1[CH:19]=[C:18]([C:2]2[CH:3]=[C:4]3[C:9](=[CH:10][CH:11]=2)[NH:8][C:7](=[O:12])[CH2:6][CH2:5]3)[CH:17]=[CH:16][CH:15]=1, predict the reactants needed to synthesize it. The reactants are: Br[C:2]1[CH:3]=[C:4]2[C:9](=[CH:10][CH:11]=1)[NH:8][C:7](=[O:12])[CH2:6][CH2:5]2.[F:13][C:14]1[CH:15]=[C:16](B(O)O)[CH:17]=[CH:18][CH:19]=1.C(=O)([O-])[O-].[K+].[K+].O. (5) Given the product [C:15]([O:14][C:12]([N:10]1[CH2:9][CH2:8][CH2:7][O:6][C@H:5]([C:4]([OH:26])=[O:3])[CH2:11]1)=[O:13])([CH3:18])([CH3:17])[CH3:16], predict the reactants needed to synthesize it. The reactants are: [Br-].[Na+].[OH:3][CH2:4][C@@H:5]1[CH2:11][N:10]([C:12]([O:14][C:15]([CH3:18])([CH3:17])[CH3:16])=[O:13])[CH2:9][CH2:8][CH2:7][O:6]1.ClN1C(=[O:26])N(Cl)C(=O)N(Cl)C1=O. (6) Given the product [NH2:32][C:4]1[S:3][C:2]([C:44]2[C:43]([CH3:49])=[N:42][N:41]([CH3:40])[CH:45]=2)=[N:6][C:5]=1[C:7]([NH:8][C:9]1[CH:10]=[N:11][N:12]([CH3:30])[C:13]=1[C@@H:14]1[CH2:20][CH2:19][C@@H:18]([NH2:21])[C@@H:17]([F:29])[CH2:16][O:15]1)=[O:31], predict the reactants needed to synthesize it. The reactants are: Br[C:2]1[S:3][C:4]([NH:32]C(=O)OC(C)(C)C)=[C:5]([C:7](=[O:31])[NH:8][C:9]2[CH:10]=[N:11][N:12]([CH3:30])[C:13]=2[C@@H:14]2[CH2:20][CH2:19][C@@H:18]([NH:21]C(OC(C)(C)C)=O)[C@@H:17]([F:29])[CH2:16][O:15]2)[N:6]=1.[CH3:40][N:41]1[CH:45]=[C:44](B(O)O)[C:43]([CH3:49])=[N:42]1. (7) Given the product [ClH:21].[C:1]1([CH2:7][CH2:8][N:9]2[CH2:14][CH2:13][N:12]([CH:15]3[CH2:20][CH2:19][CH2:18][CH2:17][CH2:16]3)[CH2:11][CH2:10]2)[CH:6]=[CH:5][CH:4]=[CH:3][CH:2]=1, predict the reactants needed to synthesize it. The reactants are: [C:1]1([CH2:7][CH2:8][N:9]2[CH2:14][CH2:13][N:12]([CH:15]3[CH2:20][CH2:19][CH2:18][CH2:17][CH2:16]3)[CH2:11][CH2:10]2)[CH:6]=[CH:5][CH:4]=[CH:3][CH:2]=1.[Cl:21]CCl.